From a dataset of Forward reaction prediction with 1.9M reactions from USPTO patents (1976-2016). Predict the product of the given reaction. Given the reactants [C:1]([O:5][C:6]([N:8]1[CH2:18][CH:17]2[CH2:19][CH:10]([C:11]3[CH:12]=[C:13]([NH:21][CH2:22][CH:23]([CH3:25])[CH3:24])[C:14]([NH2:20])=[CH:15][C:16]=32)[CH2:9]1)=[O:7])([CH3:4])([CH3:3])[CH3:2].[CH3:26][C:27](O)=O.CO.C(Cl)Cl, predict the reaction product. The product is: [C:1]([O:5][C:6]([N:8]1[CH2:18][CH:17]2[CH2:19][CH:10]([C:11]3[CH:12]=[C:13]4[C:14](=[CH:15][C:16]=32)[N:20]=[C:26]([CH3:27])[N:21]4[CH2:22][CH:23]([CH3:25])[CH3:24])[CH2:9]1)=[O:7])([CH3:4])([CH3:3])[CH3:2].